Task: Predict the reactants needed to synthesize the given product.. Dataset: Full USPTO retrosynthesis dataset with 1.9M reactions from patents (1976-2016) (1) Given the product [Cl:22][C:23]1[CH:31]=[C:30]([N+:32]([O-:34])=[O:33])[CH:29]=[CH:28][C:24]=1[C:25](=[O:26])[CH3:4], predict the reactants needed to synthesize it. The reactants are: [Cl-].[Mg+2].[Cl-].[CH2:4](N(CC)CC)C.C(C(CC)(C([O-])=O)C([O-])=O)C.[Cl:22][C:23]1[CH:31]=[C:30]([N+:32]([O-:34])=[O:33])[CH:29]=[CH:28][C:24]=1[C:25](Cl)=[O:26]. (2) Given the product [Cl:12][C:13]1[N:14]=[N:15][C:16]([Cl:22])=[CH:17][C:18]=1[C:19]([NH2:6])=[O:20], predict the reactants needed to synthesize it. The reactants are: [NH4+].[OH-].C([N:6](C(C)C)CC)(C)C.[Cl:12][C:13]1[N:14]=[N:15][C:16]([Cl:22])=[CH:17][C:18]=1[C:19](Cl)=[O:20]. (3) The reactants are: [CH3:1][C:2]1[C:6]([C:7]2[CH:12]=[C:11]([NH2:13])[C:10]([NH2:14])=[C:9]([I:15])[CH:8]=2)=[C:5]([CH3:16])[O:4][N:3]=1.[C:17](OC)(OC)(OC)[O:18][CH3:19]. Given the product [I:15][C:9]1[C:10]2[N:14]=[C:17]([O:18][CH3:19])[NH:13][C:11]=2[CH:12]=[C:7]([C:6]2[C:2]([CH3:1])=[N:3][O:4][C:5]=2[CH3:16])[CH:8]=1, predict the reactants needed to synthesize it. (4) Given the product [NH:32]([C:54]([O:56][CH2:57][C:58]1[CH:63]=[CH:62][CH:61]=[CH:60][CH:59]=1)=[O:55])[C@H:33]([C:44]([NH:10][C@H:11]([C:22]([N:24]1[CH2:31][CH2:30][CH2:29][C@H:25]1[C:26]([OH:28])=[O:27])=[O:23])[CH2:12][C:13]1[C:21]2[C:16](=[CH:17][CH:18]=[CH:19][CH:20]=2)[NH:15][CH:14]=1)=[O:45])[CH2:34][C:35]1[C:43]2[C:38](=[CH:39][CH:40]=[CH:41][CH:42]=2)[NH:37][CH:36]=1, predict the reactants needed to synthesize it. The reactants are: CCN(C(C)C)C(C)C.[NH2:10][C@H:11]([C:22]([N:24]1[CH2:31][CH2:30][CH2:29][C@H:25]1[C:26]([OH:28])=[O:27])=[O:23])[CH2:12][C:13]1[C:21]2[C:16](=[CH:17][CH:18]=[CH:19][CH:20]=2)[NH:15][CH:14]=1.[NH:32]([C:54]([O:56][CH2:57][C:58]1[CH:63]=[CH:62][CH:61]=[CH:60][CH:59]=1)=[O:55])[C@H:33]([C:44](ON1C(=O)CCC1=O)=[O:45])[CH2:34][C:35]1[C:43]2[C:38](=[CH:39][CH:40]=[CH:41][CH:42]=2)[NH:37][CH:36]=1.CC(S[As](C)C)([C@@H](N)C(O)=O)C.OS([O-])(=O)=O.[K+].